Dataset: Full USPTO retrosynthesis dataset with 1.9M reactions from patents (1976-2016). Task: Predict the reactants needed to synthesize the given product. Given the product [OH:2][CH2:1][C:3]1[CH:12]=[C:11]2[C:6]([CH:7]([NH:13][C:14](=[O:37])[CH2:15][CH:16]([NH:23][S:24]([C:27]3[CH:36]=[CH:35][C:34]4[C:29](=[CH:30][CH:31]=[CH:32][CH:33]=4)[CH:28]=3)(=[O:26])=[O:25])[C:17]3[CH:18]=[CH:19][CH:20]=[CH:21][CH:22]=3)[CH2:8][CH2:9][O:10]2)=[CH:5][CH:4]=1, predict the reactants needed to synthesize it. The reactants are: [CH:1]([C:3]1[CH:12]=[C:11]2[C:6]([CH:7]([NH:13][C:14](=[O:37])[CH2:15][CH:16]([NH:23][S:24]([C:27]3[CH:36]=[CH:35][C:34]4[C:29](=[CH:30][CH:31]=[CH:32][CH:33]=4)[CH:28]=3)(=[O:26])=[O:25])[C:17]3[CH:22]=[CH:21][CH:20]=[CH:19][CH:18]=3)[CH2:8][CH2:9][O:10]2)=[CH:5][CH:4]=1)=[O:2].[BH4-].[Na+].